This data is from Catalyst prediction with 721,799 reactions and 888 catalyst types from USPTO. The task is: Predict which catalyst facilitates the given reaction. (1) Reactant: [CH3:1][O:2][C:3]1[CH:8]=[C:7]([O:9][CH3:10])[CH:6]=[CH:5][C:4]=1[C:11]1[C:12](=[O:26])[O:13][C:14]2[C:19]([C:20]=1[CH2:21][CH2:22][O:23][CH3:24])=[CH:18][CH:17]=[C:16]([OH:25])[CH:15]=2.N1C=CC=CC=1.[O:33](S(C(F)(F)F)(=O)=O)[S:34]([C:37]([F:40])([F:39])[F:38])(=O)=[O:35].C(OCC)(=O)C. Product: [CH3:1][O:2][C:3]1[CH:8]=[C:7]([O:9][CH3:10])[CH:6]=[CH:5][C:4]=1[C:11]1[C:12](=[O:26])[O:13][C:14]2[C:19]([C:20]=1[CH2:21][CH2:22][O:23][CH3:24])=[CH:18][CH:17]=[C:16]([O:25][S:34]([C:37]([F:40])([F:39])[F:38])(=[O:35])=[O:33])[CH:15]=2. The catalyst class is: 2. (2) Reactant: Cl[C:2]1[CH:7]=[CH:6][C:5]([I:8])=[CH:4][N:3]=1.[O:9]1[CH2:14][CH2:13][N:12]([CH2:15][CH2:16][NH2:17])[CH2:11][CH2:10]1. Product: [I:8][C:5]1[CH:6]=[CH:7][C:2]([NH:17][CH2:16][CH2:15][N:12]2[CH2:13][CH2:14][O:9][CH2:10][CH2:11]2)=[N:3][CH:4]=1. The catalyst class is: 25. (3) Reactant: C[O:2][C:3](=[O:34])[CH2:4][CH2:5][C:6]1[CH:11]=[CH:10][CH:9]=[CH:8][C:7]=1[O:12][C:13]1[CH:18]=[CH:17][C:16]([CH2:19][CH:20]([NH:26][C:27]([O:29][C:30]([CH3:33])([CH3:32])[CH3:31])=[O:28])[C:21](=[O:25])[N:22]([CH3:24])[CH3:23])=[CH:15][CH:14]=1.[OH-].[Li+]. Product: [C:30]([O:29][C:27]([NH:26][CH:20]([C:21](=[O:25])[N:22]([CH3:24])[CH3:23])[CH2:19][C:16]1[CH:17]=[CH:18][C:13]([O:12][C:7]2[CH:8]=[CH:9][CH:10]=[CH:11][C:6]=2[CH2:5][CH2:4][C:3]([OH:34])=[O:2])=[CH:14][CH:15]=1)=[O:28])([CH3:32])([CH3:31])[CH3:33]. The catalyst class is: 20. (4) Reactant: [C:1]1([C:26]2[CH:31]=[CH:30][CH:29]=[CH:28][CH:27]=2)[CH:6]=[CH:5][CH:4]=[C:3]([C:7]2[N:12]=[CH:11][N:10]=[C:9]([NH:13][C:14]3[CH:19]=[CH:18][C:17]([N:20]([CH2:24][CH3:25])[CH2:21][CH2:22]O)=[CH:16][CH:15]=3)[CH:8]=2)[CH:2]=1.S(Cl)([Cl:34])=O. Product: [C:1]1([C:26]2[CH:31]=[CH:30][CH:29]=[CH:28][CH:27]=2)[CH:6]=[CH:5][CH:4]=[C:3]([C:7]2[N:12]=[CH:11][N:10]=[C:9]([NH:13][C:14]3[CH:19]=[CH:18][C:17]([N:20]([CH2:21][CH2:22][Cl:34])[CH2:24][CH3:25])=[CH:16][CH:15]=3)[CH:8]=2)[CH:2]=1. The catalyst class is: 4. (5) Reactant: [C:1]([O:5][C:6]([C:8]1[O:9][C:10]2[CH:17]=[CH:16][CH:15]=[C:14](OS(C(F)(F)F)(=O)=O)[C:11]=2[C:12]=1[CH3:13])=[O:7])([CH3:4])([CH3:3])[CH3:2].C([O-])([O-])=O.[K+].[K+].[N:32]1[CH:37]=[CH:36][C:35](B(O)O)=[CH:34][CH:33]=1.COCCOC. Product: [C:1]([O:5][C:6]([C:8]1[O:9][C:10]2[CH:17]=[CH:16][CH:15]=[C:14]([C:35]3[CH:36]=[CH:37][N:32]=[CH:33][CH:34]=3)[C:11]=2[C:12]=1[CH3:13])=[O:7])([CH3:4])([CH3:3])[CH3:2]. The catalyst class is: 6. (6) Reactant: C([Mg]Cl)(C)C.I[C:7]1[CH:8]=[N:9][N:10]([CH2:12][CH2:13][O:14][CH:15]2[CH2:20][CH2:19][CH2:18][CH2:17][O:16]2)[CH:11]=1.CO[B:23]1[O:27][C:26]([CH3:29])([CH3:28])[C:25]([CH3:31])([CH3:30])[O:24]1. Product: [O:16]1[CH2:17][CH2:18][CH2:19][CH2:20][CH:15]1[O:14][CH2:13][CH2:12][N:10]1[CH:11]=[C:7]([B:23]2[O:27][C:26]([CH3:29])([CH3:28])[C:25]([CH3:31])([CH3:30])[O:24]2)[CH:8]=[N:9]1. The catalyst class is: 1.